This data is from Reaction yield outcomes from USPTO patents with 853,638 reactions. The task is: Predict the reaction yield, written as a fraction of the theoretical maximum amount of product (1.0 means a 100% yield; for example, 0.34 means a 34% yield). The reactants are [C:1]([C:3]1[O:7][C:6]([C:8](Cl)=[O:9])=[CH:5][CH:4]=1)#[N:2].[CH3:11][N:12]1[CH2:17][CH2:16][N:15]([C:18]2[CH:23]=[CH:22][C:21]([NH2:24])=[C:20]([C:25]3[C:29]([CH3:30])=[CH:28][S:27][CH:26]=3)[CH:19]=2)[CH2:14][CH2:13]1.CCN(C(C)C)C(C)C. No catalyst specified. The product is [CH3:11][N:12]1[CH2:17][CH2:16][N:15]([C:18]2[CH:23]=[CH:22][C:21]([NH:24][C:8]([C:6]3[O:7][C:3]([C:1]#[N:2])=[CH:4][CH:5]=3)=[O:9])=[C:20]([C:25]3[C:29]([CH3:30])=[CH:28][S:27][CH:26]=3)[CH:19]=2)[CH2:14][CH2:13]1. The yield is 0.240.